The task is: Predict the reaction yield, written as a fraction of the theoretical maximum amount of product (1.0 means a 100% yield; for example, 0.34 means a 34% yield).. This data is from Reaction yield outcomes from USPTO patents with 853,638 reactions. (1) The reactants are [Br:1][CH:2]1[CH:15]=[CH:14][C:13]2[C:4](=[C:5]3[C:10](=[CH:11][N:12]=2)[CH:9]=[CH:8][CH:7]=[CH:6]3)[C:3]1=O.P(Cl)(Cl)(Cl)(Cl)[Cl:18]. The catalyst is O=P(Cl)(Cl)Cl. The product is [Br:1][C:2]1[CH:15]=[CH:14][C:13]2[C:4](=[C:5]3[C:10](=[C:11]([Cl:18])[N:12]=2)[CH:9]=[CH:8][CH:7]=[CH:6]3)[CH:3]=1. The yield is 0.786. (2) The reactants are [OH:1][C:2]1[CH:3]=[CH:4][CH:5]=[C:6]2[C:11]=1[N:10]=[C:9]([CH:12]=[O:13])[CH:8]=[CH:7]2.N1C=CN=C1.[C:19]([Si:23](Cl)([CH3:25])[CH3:24])([CH3:22])([CH3:21])[CH3:20]. The catalyst is C(Cl)Cl. The product is [Si:23]([O:1][C:2]1[CH:3]=[CH:4][CH:5]=[C:6]2[C:11]=1[N:10]=[C:9]([CH:12]=[O:13])[CH:8]=[CH:7]2)([C:19]([CH3:22])([CH3:21])[CH3:20])([CH3:25])[CH3:24]. The yield is 0.950. (3) The product is [C:10]1([S:16][C:2]2[CH:3]=[C:4]([CH3:9])[CH:5]=[C:6]([CH3:8])[CH:7]=2)[CH:15]=[CH:14][CH:13]=[CH:12][CH:11]=1. The yield is 0.920. The catalyst is [Cu]I.CC(O)C. The reactants are I[C:2]1[CH:3]=[C:4]([CH3:9])[CH:5]=[C:6]([CH3:8])[CH:7]=1.[C:10]1([SH:16])[CH:15]=[CH:14][CH:13]=[CH:12][CH:11]=1.C([O-])([O-])=O.[K+].[K+].C(O)CO. (4) The reactants are [C:1](N1C=CC=CC1=O)(N1C=CC=CC1=O)=[S:2].[CH3:17][O:18][CH2:19][C:20]1[N:25]=[CH:24][N:23]=[C:22]([NH2:26])[CH:21]=1. The catalyst is ClCCl. The product is [N:26]([C:22]1[CH:21]=[C:20]([CH2:19][O:18][CH3:17])[N:25]=[CH:24][N:23]=1)=[C:1]=[S:2]. The yield is 0.490. (5) The reactants are C([Si](C)(C)[O:6][CH2:7][CH2:8]/[CH:9]=[CH:10]\[C@@H:11]([CH3:26])[CH2:12][CH2:13][CH2:14][C:15]([CH3:25])([O:17][Si](CC)(CC)CC)[CH3:16])(C)(C)C.F.O. The catalyst is C(Cl)Cl. The product is [CH3:26][C@@H:11]([CH2:12][CH2:13][CH2:14][C:15]([CH3:25])([OH:17])[CH3:16])/[CH:10]=[CH:9]\[CH2:8][CH2:7][OH:6]. The yield is 0.920. (6) The reactants are [NH2:1][C:2]1[N:3]=[C:4]([CH3:22])[C:5]2=[C:6]([CH2:8][C@H:9]([C:14]3[CH:19]=[CH:18][C:17]([F:20])=[CH:16][C:15]=3[Br:21])[NH:10]/[C:11]/2=[N:12]\[OH:13])[N:7]=1.C([O-])([O-])=O.[Cs+].[Cs+].I[CH2:30][CH2:31][C@H:32]1[CH2:36][O:35][C:34]([CH3:38])([CH3:37])[O:33]1. The catalyst is CN(C=O)C. The product is [CH3:37][C:34]1([CH3:38])[O:33][C@@H:32]([CH2:31][CH2:30][O:13]/[N:12]=[C:11]2\[NH:10][C@@H:9]([C:14]3[CH:19]=[CH:18][C:17]([F:20])=[CH:16][C:15]=3[Br:21])[CH2:8][C:6]3[N:7]=[C:2]([NH2:1])[N:3]=[C:4]([CH3:22])[C:5]\2=3)[CH2:36][O:35]1. The yield is 0.630. (7) The reactants are [O:1]=[C:2]1[CH2:10][CH2:9][CH2:8][C:7]2[NH:6][N:5]=[C:4]([C:11]([O:13][CH2:14][CH3:15])=[O:12])[C:3]1=2.F[C:17]1[CH:22]=[C:21]([I:23])[CH:20]=[CH:19][N:18]=1. No catalyst specified. The product is [I:23][C:21]1[CH:20]=[CH:19][N:18]=[C:17]([N:6]2[C:7]3[CH2:8][CH2:9][CH2:10][C:2](=[O:1])[C:3]=3[C:4]([C:11]([O:13][CH2:14][CH3:15])=[O:12])=[N:5]2)[CH:22]=1. The yield is 0.710. (8) The reactants are [CH3:1][N:2]([CH3:27])[C:3]([O:5][C:6]1[CH:7]=[C:8]2[C:13](=[CH:14][CH:15]=1)[C@@H:12]([CH2:16][CH2:17][O:18][C:19]1[CH:24]=[CH:23][C:22]([Cl:25])=[C:21]([CH3:26])[CH:20]=1)[NH:11][CH2:10][CH2:9]2)=[O:4].FC(F)(F)C(N)=O.C(=O)([O-])[O-].[K+].[K+].C(=O)([O-])O.[Na+]. The catalyst is CO. The product is [CH3:27][N:2]([CH3:1])[C:3](=[O:4])[O:5][C:6]1[CH:7]=[C:8]2[C:13](=[CH:14][CH:15]=1)[C@@H:12]([CH2:16][CH2:17][O:18][C:19]1[CH:24]=[CH:23][C:22]([Cl:25])=[C:21]([CH3:26])[CH:20]=1)[NH:11][CH2:10][CH2:9]2. The yield is 0.730. (9) The reactants are [CH:1]([O:4][C:5]([N:7]1[CH:12]([CH2:13][CH3:14])[CH2:11][CH:10]([N:15]([CH2:23][C:24]2[CH:29]=[C:28]([C:30]([F:33])([F:32])[F:31])[CH:27]=[C:26]([Cl:34])[CH:25]=2)[C:16]2[N:21]=[CH:20][C:19]([OH:22])=[CH:18][N:17]=2)[CH2:9][CH:8]1[CH2:35][CH3:36])=[O:6])([CH3:3])[CH3:2].Br[CH2:38][CH2:39][OH:40].C(=O)([O-])[O-].[K+].[K+].O. The catalyst is CN(C=O)C. The product is [CH:1]([O:4][C:5]([N:7]1[CH:12]([CH2:13][CH3:14])[CH2:11][CH:10]([N:15]([CH2:23][C:24]2[CH:29]=[C:28]([C:30]([F:32])([F:31])[F:33])[CH:27]=[C:26]([Cl:34])[CH:25]=2)[C:16]2[N:17]=[CH:18][C:19]([O:22][CH2:38][CH2:39][OH:40])=[CH:20][N:21]=2)[CH2:9][CH:8]1[CH2:35][CH3:36])=[O:6])([CH3:3])[CH3:2]. The yield is 0.890. (10) The reactants are O1CCCC1.[C:6]1([S:12][C:13]2[N:18]=[CH:17][C:16]([CH2:19][C:20](Cl)=[N:21][OH:22])=[CH:15][CH:14]=2)[CH:11]=[CH:10][CH:9]=[CH:8][CH:7]=1.[C:24]([C:26]1[C:27]([NH2:32])=[N:28][CH:29]=[CH:30][CH:31]=1)#[CH:25].C(N(CC)CC)C. The catalyst is O. The product is [C:6]1([S:12][C:13]2[N:18]=[CH:17][C:16]([CH2:19][C:20]3[CH:25]=[C:24]([C:26]4[C:27]([NH2:32])=[N:28][CH:29]=[CH:30][CH:31]=4)[O:22][N:21]=3)=[CH:15][CH:14]=2)[CH:11]=[CH:10][CH:9]=[CH:8][CH:7]=1. The yield is 0.230.